This data is from Forward reaction prediction with 1.9M reactions from USPTO patents (1976-2016). The task is: Predict the product of the given reaction. (1) Given the reactants [CH3:1][C:2]1([CH3:14])[CH2:7][CH2:6][C:5](=[CH:8][C:9]([O:11][CH2:12][CH3:13])=[O:10])[CH2:4][CH2:3]1.[H][H], predict the reaction product. The product is: [CH3:1][C:2]1([CH3:14])[CH2:3][CH2:4][CH:5]([CH2:8][C:9]([O:11][CH2:12][CH3:13])=[O:10])[CH2:6][CH2:7]1. (2) The product is: [CH3:35][O:34][C:26]1[C:27]([O:32][CH3:33])=[C:28]2[C:23]([CH2:22][O:31][C:29]2=[O:30])=[CH:24][CH:25]=1. Given the reactants Cl.[Cl-].[K+].ICl.[I-].I([O-])(=O)=O.CN1[C@@H]([C@H:22]2[O:31][C:29](=[O:30])[C:28]3[C:27]([O:32][CH3:33])=[C:26]([O:34][CH3:35])[CH:25]=[CH:24][C:23]2=3)C2C(OC)=C3OCOC3=CC=2CC1.N1C=CC=CC=1.ICl.N, predict the reaction product.